Task: Predict the product of the given reaction.. Dataset: Forward reaction prediction with 1.9M reactions from USPTO patents (1976-2016) (1) The product is: [CH3:29][S:30]([O:1][C@@H:2]([CH3:28])[CH2:3][CH2:4][CH2:5][CH2:6][N:7]1[C:16](=[O:17])[C:15]2[NH:14][C:13]([CH2:18][NH:19][C:20]([O:22][C:23]([CH3:24])([CH3:26])[CH3:25])=[O:21])=[N:12][C:11]=2[N:10]([CH3:27])[C:8]1=[O:9])(=[O:32])=[O:31]. Given the reactants [OH:1][C@@H:2]([CH3:28])[CH2:3][CH2:4][CH2:5][CH2:6][N:7]1[C:16](=[O:17])[C:15]2[NH:14][C:13]([CH2:18][NH:19][C:20]([O:22][C:23]([CH3:26])([CH3:25])[CH3:24])=[O:21])=[N:12][C:11]=2[N:10]([CH3:27])[C:8]1=[O:9].[CH3:29][S:30](O[S:30]([CH3:29])(=[O:32])=[O:31])(=[O:32])=[O:31], predict the reaction product. (2) Given the reactants [CH:1]1[C:10]2[CH2:9][CH2:8][CH2:7][CH2:6][C:5]=2[CH:4]=[CH:3][N:2]=1.[NH2-:11].[Na+].[OH-].[Na+], predict the reaction product. The product is: [C:1]1([NH2:11])[C:10]2[CH2:9][CH2:8][CH2:7][CH2:6][C:5]=2[CH:4]=[CH:3][N:2]=1. (3) Given the reactants CC1C=CC(S(O[CH2:12][C@@H:13]2[O:18][C:17]3[CH:19]=[C:20]([S:23]([CH3:26])(=[O:25])=[O:24])[CH:21]=[CH:22][C:16]=3[O:15][CH2:14]2)(=O)=O)=CC=1.[CH2:27]([NH2:29])[CH3:28], predict the reaction product. The product is: [CH3:26][S:23]([C:20]1[CH:21]=[CH:22][C:16]2[O:15][CH2:14][C@H:13]([CH2:12][NH:29][CH2:27][CH3:28])[O:18][C:17]=2[CH:19]=1)(=[O:24])=[O:25]. (4) Given the reactants Br[C:2]1[CH:3]=[N:4][CH:5]=[C:6]2[C:11]=1[N:10]=[C:9]([C:12]([NH2:14])=[O:13])[CH:8]=[CH:7]2.[C:15]([NH:23][CH2:24][C:25]1[CH:26]=[C:27](B(O)O)[CH:28]=[CH:29][CH:30]=1)(=[O:22])[CH2:16][CH2:17][CH2:18][CH2:19][CH2:20][CH3:21], predict the reaction product. The product is: [C:15]([NH:23][CH2:24][C:25]1[CH:26]=[C:27]([C:2]2[CH:3]=[N:4][CH:5]=[C:6]3[C:11]=2[N:10]=[C:9]([C:12]([NH2:14])=[O:13])[CH:8]=[CH:7]3)[CH:28]=[CH:29][CH:30]=1)(=[O:22])[CH2:16][CH2:17][CH2:18][CH2:19][CH2:20][CH3:21]. (5) The product is: [Br:1][C:2]1[CH:3]=[C:4]([O:25][CH3:26])[C:5]2[N:20]([CH2:21][CH2:22][O:23][CH3:24])[C:9]([C:10]3[CH:15]=[CH:14][C:13]([CH:16]([CH3:18])[CH3:17])=[CH:12][CH:11]=3)=[N:8][C:6]=2[CH:7]=1. Given the reactants [Br:1][C:2]1[CH:3]=[C:4]([O:25][CH3:26])[C:5]([NH:20][CH2:21][CH2:22][O:23][CH3:24])=[C:6]([NH:8][C:9](=O)[C:10]2[CH:15]=[CH:14][C:13]([CH:16]([CH3:18])[CH3:17])=[CH:12][CH:11]=2)[CH:7]=1.C(OCC)(=O)C, predict the reaction product. (6) Given the reactants [F:1][C:2]([F:13])([F:12])[C:3]1[CH:8]=[CH:7][CH:6]=[CH:5][C:4]=1B(O)O.Br[C:15]1[CH:16]=[C:17]2[C:21]3=[C:22]([CH2:24][S:25][CH2:26][CH2:27][N:20]3[C@H:19]3[CH2:28][CH2:29][N:30](C(OC(C)(C)C)=O)[CH2:31][C@@H:18]23)[CH:23]=1, predict the reaction product. The product is: [F:1][C:2]([F:13])([F:12])[C:3]1[CH:8]=[CH:7][CH:6]=[CH:5][C:4]=1[C:15]1[CH:16]=[C:17]2[C:21]3=[C:22]([CH2:24][S:25][CH2:26][CH2:27][N:20]3[C@H:19]3[CH2:28][CH2:29][NH:30][CH2:31][C@@H:18]23)[CH:23]=1. (7) Given the reactants [CH3:1][C:2]1[CH:24]=[CH:23][C:5]([C:6]([NH:8][C:9]2[CH:14]=[CH:13][C:12]([C:15](=[O:22])[CH2:16][CH2:17][C:18]([O:20]C)=[O:19])=[CH:11][CH:10]=2)=[O:7])=[CH:4][CH:3]=1.[OH-].[Na+], predict the reaction product. The product is: [CH3:1][C:2]1[CH:3]=[CH:4][C:5]([C:6]([NH:8][C:9]2[CH:14]=[CH:13][C:12]([C:15](=[O:22])[CH2:16][CH2:17][C:18]([OH:20])=[O:19])=[CH:11][CH:10]=2)=[O:7])=[CH:23][CH:24]=1.